This data is from NCI-60 drug combinations with 297,098 pairs across 59 cell lines. The task is: Regression. Given two drug SMILES strings and cell line genomic features, predict the synergy score measuring deviation from expected non-interaction effect. Drug 1: CCC1=CC2CC(C3=C(CN(C2)C1)C4=CC=CC=C4N3)(C5=C(C=C6C(=C5)C78CCN9C7C(C=CC9)(C(C(C8N6C)(C(=O)OC)O)OC(=O)C)CC)OC)C(=O)OC.C(C(C(=O)O)O)(C(=O)O)O. Drug 2: C1CC(=O)NC(=O)C1N2C(=O)C3=CC=CC=C3C2=O. Cell line: SNB-75. Synergy scores: CSS=34.8, Synergy_ZIP=2.71, Synergy_Bliss=5.12, Synergy_Loewe=-18.7, Synergy_HSA=4.95.